The task is: Regression. Given a peptide amino acid sequence and an MHC pseudo amino acid sequence, predict their binding affinity value. This is MHC class I binding data.. This data is from Peptide-MHC class I binding affinity with 185,985 pairs from IEDB/IMGT. (1) The peptide sequence is LALEGSLQKR. The MHC is HLA-B53:01 with pseudo-sequence HLA-B53:01. The binding affinity (normalized) is 0.0867. (2) The peptide sequence is KVMVICYAY. The MHC is HLA-B46:01 with pseudo-sequence HLA-B46:01. The binding affinity (normalized) is 0.0847.